The task is: Predict the product of the given reaction.. This data is from Forward reaction prediction with 1.9M reactions from USPTO patents (1976-2016). (1) Given the reactants Cl[C:2]1[NH:3][C:4](=[O:14])[C:5]2[C:10]([CH:11]=1)=[C:9]([S:12][CH3:13])[CH:8]=[CH:7][CH:6]=2.[CH3:15][N:16]1[CH2:21][CH2:20][NH:19][CH2:18][CH2:17]1, predict the reaction product. The product is: [CH3:15][N:16]1[CH2:21][CH2:20][N:19]([C:2]2[NH:3][C:4](=[O:14])[C:5]3[C:10]([CH:11]=2)=[C:9]([S:12][CH3:13])[CH:8]=[CH:7][CH:6]=3)[CH2:18][CH2:17]1. (2) The product is: [C:1]([O:5][C:6](=[O:38])[NH:7][C@H:8]1[CH2:16][CH2:15][CH2:14][C@H:13]([CH:17]=[CH2:18])[C@@H:12]([O:29][C:30]2[CH:31]=[CH:32][CH:33]=[CH:34][CH:35]=2)[C@H:11]([CH3:36])[O:10][C:9]1=[O:37])([CH3:2])([CH3:3])[CH3:4]. Given the reactants [C:1]([O:5][C:6](=[O:38])[NH:7][C@H:8]1[CH2:16][CH2:15][CH2:14][C@H:13]([CH2:17][CH2:18][Se]C2C=CC=CC=2[N+]([O-])=O)[C@@H:12]([O:29][C:30]2[CH:35]=[CH:34][CH:33]=[CH:32][CH:31]=2)[C@H:11]([CH3:36])[O:10][C:9]1=[O:37])([CH3:4])([CH3:3])[CH3:2].OO, predict the reaction product. (3) Given the reactants [CH2:1]([O:3][C:4]([N:6]1[CH2:11][CH2:10][N:9]([C:12](=[O:33])[C@@H:13]([NH:22]C(OCC2C=CC=CC=2)=O)[CH2:14][CH:15]2[CH2:19][O:18][C:17]([CH3:21])([CH3:20])[O:16]2)[CH2:8][CH2:7]1)=[O:5])[CH3:2], predict the reaction product. The product is: [CH2:1]([O:3][C:4]([N:6]1[CH2:7][CH2:8][N:9]([C:12](=[O:33])[C@@H:13]([NH2:22])[CH2:14][CH:15]2[CH2:19][O:18][C:17]([CH3:20])([CH3:21])[O:16]2)[CH2:10][CH2:11]1)=[O:5])[CH3:2]. (4) Given the reactants [Br:1][C:2]1[CH:7]=[CH:6][C:5]([OH:8])=[C:4]([F:9])[CH:3]=1.C(N(CC)CC)C.Cl[C:18]([O:20][CH2:21][CH3:22])=[O:19], predict the reaction product. The product is: [CH2:21]([O:20][C:18](=[O:19])[O:8][C:5]1[CH:6]=[CH:7][C:2]([Br:1])=[CH:3][C:4]=1[F:9])[CH3:22]. (5) Given the reactants [Br:1][C:2]1[C:3]([C:23]2[CH:28]=[CH:27][C:26]([Cl:29])=[CH:25][CH:24]=2)=[CH:4][C:5]([NH:8][NH:9][C:10](=O)[CH2:11][C:12]2[CH:13]=[N:14][C:15]([C:18]([F:21])([F:20])[F:19])=[CH:16][CH:17]=2)=[N:6][CH:7]=1, predict the reaction product. The product is: [Br:1][C:2]1[C:3]([C:23]2[CH:28]=[CH:27][C:26]([Cl:29])=[CH:25][CH:24]=2)=[CH:4][C:5]2[N:6]([C:10]([CH2:11][C:12]3[CH:13]=[N:14][C:15]([C:18]([F:21])([F:20])[F:19])=[CH:16][CH:17]=3)=[N:9][N:8]=2)[CH:7]=1. (6) Given the reactants [Br:1][C:2]1[CH:11]=[C:10]2[C:5]([C:6](=O)[CH:7]=[C:8]([C:12]3[N:13]=[CH:14][C:15]4[C:20]([CH:21]=3)=[CH:19][CH:18]=[CH:17][CH:16]=4)[O:9]2)=[CH:4][CH:3]=1.Cl.[C:24]([O:28][NH2:29])([CH3:27])([CH3:26])[CH3:25], predict the reaction product. The product is: [C:24]([O:28][N:29]=[C:6]1[C:5]2[C:10](=[CH:11][C:2]([Br:1])=[CH:3][CH:4]=2)[O:9][C:8]([C:12]2[N:13]=[CH:14][C:15]3[C:20]([CH:21]=2)=[CH:19][CH:18]=[CH:17][CH:16]=3)=[CH:7]1)([CH3:27])([CH3:26])[CH3:25]. (7) Given the reactants [CH3:1][O:2][C:3]1[CH:11]=[CH:10][C:9]([N+:12]([O-])=O)=[CH:8][C:4]=1[C:5]([NH2:7])=[O:6].[ClH:15], predict the reaction product. The product is: [ClH:15].[NH2:12][C:9]1[CH:10]=[CH:11][C:3]([O:2][CH3:1])=[C:4]([CH:8]=1)[C:5]([NH2:7])=[O:6].[ClH:15]. (8) Given the reactants [F:1][C:2]([F:22])([F:21])[CH2:3][CH2:4][CH2:5][C:6]([CH:8]1[O:13][CH2:12][CH2:11][N:10]([CH2:14][C:15]2[CH:20]=[CH:19][CH:18]=[CH:17][CH:16]=2)[CH2:9]1)=[O:7].[C:23]1([C:29]2[CH:37]=[CH:36][CH:35]=[CH:34][C:30]=2[CH2:31][Mg:32][Br:33])[CH:28]=[CH:27][CH:26]=[CH:25][CH:24]=1.[C:38]1([C:44]2[CH:51]=[CH:50][CH:49]=[CH:48][C:45]=2[CH2:46]Br)[CH:43]=[CH:42][CH:41]=[CH:40][CH:39]=1, predict the reaction product. The product is: [C:23]1([C:29]2[CH:37]=[CH:36][CH:35]=[CH:34][C:30]=2[CH2:31][Mg:32][Br:33])[CH:24]=[CH:25][CH:26]=[CH:27][CH:28]=1.[C:44]1([C:38]2[CH:39]=[CH:40][CH:41]=[CH:42][CH:43]=2)[CH:51]=[CH:50][CH:49]=[CH:48][C:45]=1[CH2:46][C:6]([CH:8]1[O:13][CH2:12][CH2:11][N:10]([CH2:14][C:15]2[CH:20]=[CH:19][CH:18]=[CH:17][CH:16]=2)[CH2:9]1)([OH:7])[CH2:5][CH2:4][CH2:3][C:2]([F:1])([F:21])[F:22].